From a dataset of Peptide-MHC class I binding affinity with 185,985 pairs from IEDB/IMGT. Regression. Given a peptide amino acid sequence and an MHC pseudo amino acid sequence, predict their binding affinity value. This is MHC class I binding data. (1) The peptide sequence is HRYLIRQSM. The MHC is HLA-A02:03 with pseudo-sequence HLA-A02:03. The binding affinity (normalized) is 0.0847. (2) The peptide sequence is KLVTQWCCR. The MHC is HLA-A31:01 with pseudo-sequence HLA-A31:01. The binding affinity (normalized) is 0.771. (3) The MHC is HLA-A25:01 with pseudo-sequence HLA-A25:01. The peptide sequence is TVYGLGADV. The binding affinity (normalized) is 0.0847. (4) The peptide sequence is GRGPIRFVL. The MHC is HLA-A80:01 with pseudo-sequence HLA-A80:01. The binding affinity (normalized) is 0.0847.